This data is from Full USPTO retrosynthesis dataset with 1.9M reactions from patents (1976-2016). The task is: Predict the reactants needed to synthesize the given product. (1) Given the product [C:1]([C:5]1[S:9][C:8]([C:10]([NH:38][C:39]2[CH:44]=[CH:43][CH:42]=[C:41]([S:45](=[O:47])(=[O:46])[NH2:48])[CH:40]=2)=[O:12])=[N:7][N:6]=1)([CH3:2])([CH3:3])[CH3:4], predict the reactants needed to synthesize it. The reactants are: [C:1]([C:5]1[S:9][C:8]([C:10]([O-:12])=O)=[N:7][N:6]=1)([CH3:4])([CH3:3])[CH3:2].[Li+].CN(C(ON1N=NC2C=CC=NC1=2)=[N+](C)C)C.F[P-](F)(F)(F)(F)F.[NH2:38][C:39]1[CH:40]=[C:41]([S:45]([NH2:48])(=[O:47])=[O:46])[CH:42]=[CH:43][CH:44]=1. (2) Given the product [CH3:18][O:19][N:20]=[C:21]([C:29]1[O:30][CH2:31][CH2:32][N:33]=1)[C:22]1[CH:27]=[CH:26][CH:25]=[CH:24][C:23]=1[O:28][C:8]1[CH:13]=[CH:12][C:11]([C:14]([F:17])([F:16])[F:15])=[CH:10][N:9]=1, predict the reactants needed to synthesize it. The reactants are: C(=O)([O-])[O-].[K+].[K+].Cl[C:8]1[CH:13]=[CH:12][C:11]([C:14]([F:17])([F:16])[F:15])=[CH:10][N:9]=1.[CH3:18][O:19][N:20]=[C:21]([C:29]1[O:30][CH2:31][CH2:32][N:33]=1)[C:22]1[CH:27]=[CH:26][CH:25]=[CH:24][C:23]=1[OH:28].[OH-].[Na+].